From a dataset of Full USPTO retrosynthesis dataset with 1.9M reactions from patents (1976-2016). Predict the reactants needed to synthesize the given product. (1) The reactants are: [NH2:1][C:2]1[O:6][N:5]=[C:4]([CH3:7])[C:3]=1[Br:8].[C:9]1([C:19]2[CH:24]=[CH:23][CH:22]=[CH:21][CH:20]=2)[CH:14]=[CH:13][CH:12]=[C:11]([S:15](Cl)(=[O:17])=[O:16])[CH:10]=1. Given the product [Br:8][C:3]1[C:4]([CH3:7])=[N:5][O:6][C:2]=1[NH:1][S:15]([C:11]1[CH:10]=[C:9]([C:19]2[CH:20]=[CH:21][CH:22]=[CH:23][CH:24]=2)[CH:14]=[CH:13][CH:12]=1)(=[O:17])=[O:16], predict the reactants needed to synthesize it. (2) Given the product [Cl:19][C:15]1[CH:16]=[CH:17][CH:18]=[C:9]([NH:8][C:6](=[O:7])[CH2:5][CH2:4][CH2:3][CH2:2][N:23]2[CH2:24][CH2:25][N:20]([C:26]3[CH:35]=[CH:34][C:33]4[C:28](=[CH:29][CH:30]=[CH:31][CH:32]=4)[N:27]=3)[CH2:21][CH2:22]2)[C:10]=1[C:11]([O:13][CH3:14])=[O:12], predict the reactants needed to synthesize it. The reactants are: Br[CH2:2][CH2:3][CH2:4][CH2:5][C:6]([NH:8][C:9]1[CH:18]=[CH:17][CH:16]=[C:15]([Cl:19])[C:10]=1[C:11]([O:13][CH3:14])=[O:12])=[O:7].[N:20]1([C:26]2[CH:35]=[CH:34][C:33]3[C:28](=[CH:29][CH:30]=[CH:31][CH:32]=3)[N:27]=2)[CH2:25][CH2:24][NH:23][CH2:22][CH2:21]1.C(N(CC)CC)C. (3) Given the product [NH2:15][CH:4]([CH2:5][C:6]1[CH:7]=[C:8]([Br:14])[C:9]([O:13][CH2:25][C:26]2[CH:30]=[C:29]([CH3:31])[O:28][N:27]=2)=[C:10]([Br:12])[CH:11]=1)[C:3]([OH:2])=[O:23], predict the reactants needed to synthesize it. The reactants are: C[O:2][C:3](=[O:23])[CH:4]([NH:15]C(OC(C)(C)C)=O)[CH2:5][C:6]1[CH:11]=[C:10]([Br:12])[C:9]([OH:13])=[C:8]([Br:14])[CH:7]=1.Cl[CH2:25][C:26]1[CH:30]=[C:29]([CH3:31])[O:28][N:27]=1. (4) The reactants are: [C:1]([N:5]1[C:9]2=[N:10][CH:11]=[N:12][C:13]([NH2:14])=[C:8]2[C:7]([C:15]2[C:24]3[C:19](=[CH:20][CH:21]=[CH:22][CH:23]=3)[CH:18]=[CH:17][CH:16]=2)=[N:6]1)([CH3:4])([CH3:3])[CH3:2].[ClH:25]. Given the product [ClH:25].[C:1]([N:5]1[C:9]2=[N:10][CH:11]=[N:12][C:13]([NH2:14])=[C:8]2[C:7]([C:15]2[C:24]3[C:19](=[CH:20][CH:21]=[CH:22][CH:23]=3)[CH:18]=[CH:17][CH:16]=2)=[N:6]1)([CH3:4])([CH3:2])[CH3:3], predict the reactants needed to synthesize it. (5) The reactants are: [C:1]([O:5][CH2:6][CH2:7][N:8]1[CH2:13][CH2:12][CH:11]([O:14][C:15]2[CH:24]=[C:23](F)[CH:22]=[C:21]3[C:16]=2[C:17](=[O:26])[NH:18][CH:19]=[N:20]3)[CH2:10][CH2:9]1)([CH3:4])([CH3:3])[CH3:2].[CH3:27][N:28]1[CH2:33][CH2:32][N:31]([CH2:34][CH2:35][CH2:36][OH:37])[CH2:30][CH2:29]1.CC(C)([O-])C.[K+]. Given the product [NH3:8].[C:1]([O:5][CH2:6][CH2:7][N:8]1[CH2:13][CH2:12][CH:11]([O:14][C:15]2[CH:24]=[C:23]([O:37][CH2:36][CH2:35][CH2:34][N:31]3[CH2:30][CH2:29][N:28]([CH3:27])[CH2:33][CH2:32]3)[CH:22]=[C:21]3[C:16]=2[C:17](=[O:26])[NH:18][CH:19]=[N:20]3)[CH2:10][CH2:9]1)([CH3:4])([CH3:3])[CH3:2], predict the reactants needed to synthesize it. (6) Given the product [F:41][C:33]1[C:34]([F:40])=[C:35]([O:38][CH3:39])[CH:36]=[CH:37][C:32]=1[N:31]1[C:27]([C:3]2[C:2]([NH2:1])=[N:7][CH:6]=[C:5]([C:8]3[S:12][C:11]([CH:13]4[CH2:18][CH2:17][NH:16][CH2:15][CH2:14]4)=[C:10]([CH3:26])[CH:9]=3)[CH:4]=2)=[N:28][N:29]=[N:30]1, predict the reactants needed to synthesize it. The reactants are: [NH2:1][C:2]1[N:7]=[CH:6][C:5]([C:8]2[S:12][C:11]([CH:13]3[CH2:18][CH2:17][N:16](C(OC(C)(C)C)=O)[CH2:15][CH2:14]3)=[C:10]([CH3:26])[CH:9]=2)=[CH:4][C:3]=1[C:27]1[N:31]([C:32]2[CH:37]=[CH:36][C:35]([O:38][CH3:39])=[C:34]([F:40])[C:33]=2[F:41])[N:30]=[N:29][N:28]=1.Cl.